This data is from Peptide-MHC class I binding affinity with 185,985 pairs from IEDB/IMGT. The task is: Regression. Given a peptide amino acid sequence and an MHC pseudo amino acid sequence, predict their binding affinity value. This is MHC class I binding data. (1) The peptide sequence is TTQDEGAAI. The MHC is HLA-A02:01 with pseudo-sequence HLA-A02:01. The binding affinity (normalized) is 0. (2) The peptide sequence is ILFDRLPIA. The MHC is HLA-B45:06 with pseudo-sequence HLA-B45:06. The binding affinity (normalized) is 0.213. (3) The MHC is HLA-A01:01 with pseudo-sequence HLA-A01:01. The peptide sequence is LLKWKKTDY. The binding affinity (normalized) is 0.0847. (4) The peptide sequence is DSPIGPIML. The MHC is HLA-A69:01 with pseudo-sequence HLA-A69:01. The binding affinity (normalized) is 0.0847. (5) The peptide sequence is KSINKVYGK. The binding affinity (normalized) is 0. The MHC is HLA-A29:02 with pseudo-sequence HLA-A29:02.